From a dataset of Catalyst prediction with 721,799 reactions and 888 catalyst types from USPTO. Predict which catalyst facilitates the given reaction. Reactant: Br[C:2]1[O:6][C:5]([CH3:7])=[C:4]([C:8]([O:10][CH3:11])=[O:9])[CH:3]=1.[F:12][C:13]1[CH:18]=[CH:17][C:16](B(O)O)=[C:15]([O:22][CH3:23])[CH:14]=1.C(=O)([O-])[O-].[Na+].[Na+].COCCOC. Product: [F:12][C:13]1[CH:18]=[CH:17][C:16]([C:2]2[O:6][C:5]([CH3:7])=[C:4]([C:8]([O:10][CH3:11])=[O:9])[CH:3]=2)=[C:15]([O:22][CH3:23])[CH:14]=1. The catalyst class is: 103.